From a dataset of Reaction yield outcomes from USPTO patents with 853,638 reactions. Predict the reaction yield, written as a fraction of the theoretical maximum amount of product (1.0 means a 100% yield; for example, 0.34 means a 34% yield). (1) The reactants are C1(P(C2C=CC=CC=2)C2C=CC=CC=2)C=CC=CC=1.[OH:20][C:21]1[CH:30]=[C:29]2[C:24]([C:25](=[O:39])[N:26]([CH2:31][O:32][C:33](=[O:38])[C:34]([CH3:37])([CH3:36])[CH3:35])[CH:27]=[N:28]2)=[CH:23][C:22]=1[O:40][CH3:41].[C:42]([O:46][C:47]([N:49]1[CH2:54][CH2:53][CH:52]([CH2:55]O)[CH2:51][CH2:50]1)=[O:48])([CH3:45])([CH3:44])[CH3:43].N(C(OCC)=O)=NC(OCC)=O. The product is [C:42]([O:46][C:47]([N:49]1[CH2:54][CH2:53][CH:52]([CH2:55][O:20][C:21]2[CH:30]=[C:29]3[C:24]([C:25](=[O:39])[N:26]([CH2:31][O:32][C:33](=[O:38])[C:34]([CH3:35])([CH3:36])[CH3:37])[CH:27]=[N:28]3)=[CH:23][C:22]=2[O:40][CH3:41])[CH2:51][CH2:50]1)=[O:48])([CH3:45])([CH3:43])[CH3:44]. The catalyst is C(Cl)Cl. The yield is 0.920. (2) The reactants are [Si:1]([O:8][CH2:9][CH:10]1[O:15][CH2:14][CH2:13][NH:12][CH2:11]1)([C:4]([CH3:7])([CH3:6])[CH3:5])([CH3:3])[CH3:2].C(N(CC)CC)C.[Cl:23][CH2:24][CH2:25][CH2:26]I. The catalyst is C(Cl)Cl. The product is [Si:1]([O:8][CH2:9][CH:10]1[O:15][CH2:14][CH2:13][N:12]([CH2:26][CH2:25][CH2:24][Cl:23])[CH2:11]1)([C:4]([CH3:7])([CH3:5])[CH3:6])([CH3:2])[CH3:3]. The yield is 0.200. (3) The reactants are [F:1][C:2]1[CH:3]=[C:4]([S:9](Cl)(=[O:11])=[O:10])[CH:5]=[CH:6][C:7]=1[F:8].Cl.[CH3:14][NH:15][CH3:16].C(N(CC)CC)C.O. The catalyst is ClCCl. The product is [F:1][C:2]1[CH:3]=[C:4]([S:9]([N:15]([CH3:16])[CH3:14])(=[O:11])=[O:10])[CH:5]=[CH:6][C:7]=1[F:8]. The yield is 0.260. (4) The reactants are [O:1]1[C:5]2[CH:6]=[CH:7][C:8]([CH2:10][C:11]#[N:12])=[CH:9][C:4]=2[O:3]C1.B(Br)(Br)Br.O. The catalyst is C(Cl)Cl. The product is [OH:3][C:4]1[CH:9]=[C:8]([CH2:10][C:11]#[N:12])[CH:7]=[CH:6][C:5]=1[OH:1]. The yield is 0.540. (5) The reactants are [C:1]1([N:7]2[C:11]([NH:12][C:13](=[O:21])OC3C=CC=CC=3)=[CH:10][C:9]([C:22]3([C:25]([F:28])([F:27])[F:26])[CH2:24][CH2:23]3)=[N:8]2)[CH:6]=[CH:5][CH:4]=[CH:3][CH:2]=1.[CH3:29][O:30][C:31]1[CH:32]=[C:33]2[C:38](=[CH:39][C:40]=1[O:41][CH3:42])[N:37]=[CH:36][N:35]=[C:34]2[O:43][C:44]1[CH:45]=[C:46]([CH:48]=[CH:49][CH:50]=1)[NH2:47]. No catalyst specified. The product is [CH3:29][O:30][C:31]1[CH:32]=[C:33]2[C:38](=[CH:39][C:40]=1[O:41][CH3:42])[N:37]=[CH:36][N:35]=[C:34]2[O:43][C:44]1[CH:45]=[C:46]([NH:47][C:13]([NH:12][C:11]2[N:7]([C:1]3[CH:2]=[CH:3][CH:4]=[CH:5][CH:6]=3)[N:8]=[C:9]([C:22]3([C:25]([F:26])([F:28])[F:27])[CH2:24][CH2:23]3)[CH:10]=2)=[O:21])[CH:48]=[CH:49][CH:50]=1. The yield is 0.710. (6) The reactants are [CH3:1][O:2][CH2:3][O:4][C:5]1[CH:10]=[C:9]([O:11][CH2:12][O:13][CH3:14])[CH:8]=[CH:7][C:6]=1[O:15][CH2:16][CH2:17][CH3:18].[Li][CH2:20]CCC.CI. The catalyst is C1COCC1. The product is [CH3:14][O:13][CH2:12][O:11][C:9]1[CH:8]=[CH:7][C:6]([O:15][CH2:16][CH2:17][CH3:18])=[C:5]([O:4][CH2:3][O:2][CH3:1])[C:10]=1[CH3:20]. The yield is 0.950. (7) The reactants are [CH2:1]([C:6]([CH2:8][CH2:9][CH2:10][CH2:11][CH3:12])=[CH2:7])[CH2:2][CH2:3][CH2:4][CH3:5].CC(C)([O-])C.[K+].[CH:19]([Br:22])(Br)[Br:20].Cl. The catalyst is O. The product is [Br:20][C:19]1([Br:22])[CH2:7][C:6]1([CH2:1][CH2:2][CH2:3][CH2:4][CH3:5])[CH2:8][CH2:9][CH2:10][CH2:11][CH3:12]. The yield is 0.834.